Regression/Classification. Given a drug SMILES string, predict its absorption, distribution, metabolism, or excretion properties. Task type varies by dataset: regression for continuous measurements (e.g., permeability, clearance, half-life) or binary classification for categorical outcomes (e.g., BBB penetration, CYP inhibition). Dataset: cyp2c19_veith. From a dataset of CYP2C19 inhibition data for predicting drug metabolism from PubChem BioAssay. (1) The molecule is COc1ccc(Cn2nnnc2C(c2ccccc2Cl)N2CCC(C(N)=O)CC2)cc1. The result is 1 (inhibitor). (2) The drug is COc1cccc(-c2cncnc2Nc2ccc(F)cc2)c1. The result is 1 (inhibitor). (3) The molecule is CCn1c(CC(=O)Nc2ccc(C)c(Cl)c2)nnc1SCc1ccc(Cl)c(Cl)c1. The result is 0 (non-inhibitor). (4) The drug is O=C(N/N=C/c1cccc(OCc2ccccc2)c1)c1cccs1. The result is 1 (inhibitor). (5) The molecule is COc1cc(C(=O)NC(=S)Nc2ccc(Cl)c(C(=O)O)c2)cc(OC)c1OC. The result is 0 (non-inhibitor). (6) The molecule is O=C(Nc1ccccc1C(=O)NCCc1ccccc1)c1ccco1. The result is 1 (inhibitor). (7) The molecule is COc1cccc(-c2cncnc2NCc2ccc(OC)cc2OC)c1. The result is 1 (inhibitor).